This data is from Peptide-MHC class II binding affinity with 134,281 pairs from IEDB. The task is: Regression. Given a peptide amino acid sequence and an MHC pseudo amino acid sequence, predict their binding affinity value. This is MHC class II binding data. (1) The peptide sequence is DLQMVIAGAKSKFPR. The MHC is DRB4_0101 with pseudo-sequence DRB4_0103. The binding affinity (normalized) is 0.227. (2) The peptide sequence is MYVGGVEHRLEAACNWTRGE. The MHC is DRB5_0101 with pseudo-sequence DRB5_0101. The binding affinity (normalized) is 0.633. (3) The peptide sequence is SGHESDSNSNEGRHHLLVSGAGDGPPL. The MHC is DRB1_1501 with pseudo-sequence DRB1_1501. The binding affinity (normalized) is 0. (4) The peptide sequence is LNCNINNVVRIKVPF. The MHC is DRB4_0101 with pseudo-sequence DRB4_0103. The binding affinity (normalized) is 0.421. (5) The peptide sequence is AFKVAATAANQAPAN. The MHC is DRB1_0401 with pseudo-sequence DRB1_0401. The binding affinity (normalized) is 0.545. (6) The peptide sequence is VHAQTVEDEARRMWA. The MHC is HLA-DQA10101-DQB10501 with pseudo-sequence HLA-DQA10101-DQB10501. The binding affinity (normalized) is 0.0517.